Dataset: Full USPTO retrosynthesis dataset with 1.9M reactions from patents (1976-2016). Task: Predict the reactants needed to synthesize the given product. (1) The reactants are: [Cl:1][C:2]1[C:3]([NH2:12])=[C:4]([NH:8][CH:9]2[CH2:11][CH2:10]2)[N:5]=[N:6][CH:7]=1.[CH2:13](OC(OCC)OCC)C. Given the product [Cl:1][C:2]1[C:3]2[N:12]=[CH:13][N:8]([CH:9]3[CH2:10][CH2:11]3)[C:4]=2[N:5]=[N:6][CH:7]=1, predict the reactants needed to synthesize it. (2) The reactants are: Cl.[CH:2]1([CH2:5][O:6][C:7]2[CH:12]=[CH:11][C:10]([F:13])=[CH:9][C:8]=2[C:14]2[C:15]3[NH:22][C:21]([CH3:23])=[C:20]([C:24]([NH:26][C@@H:27]4[CH2:31][CH2:30][NH:29][CH2:28]4)=[O:25])[C:16]=3[N:17]=[CH:18][N:19]=2)[CH2:4][CH2:3]1.[C:32](Cl)(=[O:34])[CH3:33]. Given the product [C:32]([N:29]1[CH2:30][CH2:31][C@@H:27]([NH:26][C:24]([C:20]2[C:16]3[N:17]=[CH:18][N:19]=[C:14]([C:8]4[CH:9]=[C:10]([F:13])[CH:11]=[CH:12][C:7]=4[O:6][CH2:5][CH:2]4[CH2:4][CH2:3]4)[C:15]=3[NH:22][C:21]=2[CH3:23])=[O:25])[CH2:28]1)(=[O:34])[CH3:33], predict the reactants needed to synthesize it. (3) Given the product [Cl:1][CH2:2][CH2:3][CH2:4][S:5]([O:8][CH2:9][C:10]([CH3:26])([CH3:25])[CH:11]([O:15][CH2:16][C:17]1[CH:22]=[CH:21][C:20]([O:23][CH3:24])=[CH:19][CH:18]=1)[C:12]([O:14][CH2:40][CH2:39][N:33]1[CH2:38][CH2:37][O:36][CH2:35][CH2:34]1)=[O:13])(=[O:7])=[O:6], predict the reactants needed to synthesize it. The reactants are: [Cl:1][CH2:2][CH2:3][CH2:4][S:5]([O:8][CH2:9][C:10]([CH3:26])([CH3:25])[CH:11]([O:15][CH2:16][C:17]1[CH:22]=[CH:21][C:20]([O:23][CH3:24])=[CH:19][CH:18]=1)[C:12]([OH:14])=[O:13])(=[O:7])=[O:6].C(Cl)(=O)C(Cl)=O.[N:33]1([CH2:39][CH2:40]O)[CH2:38][CH2:37][O:36][CH2:35][CH2:34]1.